Dataset: Catalyst prediction with 721,799 reactions and 888 catalyst types from USPTO. Task: Predict which catalyst facilitates the given reaction. (1) Reactant: [CH:1]1([NH:4][C:5](=[O:21])[C:6]2[CH:11]=[CH:10][CH:9]=[CH:8][C:7]=2[NH:12][C:13]2[C:18]([Cl:19])=[CH:17][N:16]=[C:15](Cl)[N:14]=2)[CH2:3][CH2:2]1.[CH3:22][N:23]1[CH2:28][CH2:27][N:26]([CH2:29][C:30]2[CH:36]=[CH:35][C:33]([NH2:34])=[CH:32][CH:31]=2)[CH2:25][CH2:24]1. Product: [Cl:19][C:18]1[C:13]([NH:12][C:7]2[CH:8]=[CH:9][CH:10]=[CH:11][C:6]=2[C:5]([NH:4][CH:1]2[CH2:3][CH2:2]2)=[O:21])=[N:14][C:15]([NH:34][C:33]2[CH:32]=[CH:31][C:30]([CH2:29][N:26]3[CH2:25][CH2:24][N:23]([CH3:22])[CH2:28][CH2:27]3)=[CH:36][CH:35]=2)=[N:16][CH:17]=1. The catalyst class is: 61. (2) Reactant: [C:1]([C:3]1[CH:8]=[CH:7][CH:6]=[CH:5][C:4]=1[C:9]1[CH:10]=[CH:11][C:12](/[CH:15]=[CH:16]/[C@@H:17]2[C@H:25]3[C@:21]([C:28]([NH2:30])=[O:29])([C:22](=[O:27])[O:23][C@@H:24]3[CH3:26])[CH2:20][C:19]([F:32])([F:31])[C@H:18]2[CH3:33])=[N:13][CH:14]=1)#[N:2].[NH2:34]N. Product: [C:1]([C:3]1[CH:8]=[CH:7][CH:6]=[CH:5][C:4]=1[C:9]1[CH:10]=[CH:11][C:12](/[CH:15]=[CH:16]/[C@@H:17]2[C@H:25]3[C@:21]([C:28]([NH:30][NH2:34])=[O:29])([C:22](=[O:27])[O:23][C@@H:24]3[CH3:26])[CH2:20][C:19]([F:32])([F:31])[C@H:18]2[CH3:33])=[N:13][CH:14]=1)#[N:2]. The catalyst class is: 653. (3) Reactant: [CH3:1][O:2][C:3]1[C:23]([O:24][CH3:25])=[C:22]([O:26][CH3:27])[CH:21]=[C:20]([CH3:28])[C:4]=1[C:5]([C:7]1[C:12]([C:13]([F:16])([F:15])[F:14])=[CH:11][N+:10]([O-])=[CH:9][C:8]=1[O:18][CH3:19])=[O:6].C1(C)C=CC=CC=1.P(Br)(Br)([Br:38])=O. Product: [CH3:1][O:2][C:3]1[C:23]([O:24][CH3:25])=[C:22]([O:26][CH3:27])[CH:21]=[C:20]([CH3:28])[C:4]=1[C:5]([C:7]1[C:8]([O:18][CH3:19])=[CH:9][N:10]=[C:11]([Br:38])[C:12]=1[C:13]([F:16])([F:15])[F:14])=[O:6]. The catalyst class is: 9. (4) Reactant: [Br:1][C:2]1[CH:3]=[CH:4][C:5]([C:11]([F:14])([F:13])[F:12])=[C:6]([CH:10]=1)[C:7]([OH:9])=O.[NH2:15][C:16]1[C:25]([CH3:26])=[CH:24][C:19]([C:20]([O:22][CH3:23])=[O:21])=[CH:18][C:17]=1[CH3:27].C(N(CC)CC)C.CCCP1(OP(CCC)(=O)OP(CCC)(=O)O1)=O. Product: [Br:1][C:2]1[CH:3]=[CH:4][C:5]([C:11]([F:14])([F:13])[F:12])=[C:6]([CH:10]=1)[C:7]([NH:15][C:16]1[C:17]([CH3:27])=[CH:18][C:19]([C:20]([O:22][CH3:23])=[O:21])=[CH:24][C:25]=1[CH3:26])=[O:9]. The catalyst class is: 34. (5) Reactant: [C:1]([S:4]C)(C)=O.O(CC)[K].C1(O)C=CC=CC=1.[C:17]([O:21][C:22]([N:24]1[CH2:28][CH2:27][CH2:26][C@H:25]1[CH:29]=[C:30]([C:32]([O:34][CH2:35][C:36]1[CH:41]=[CH:40][CH:39]=[CH:38][CH:37]=1)=[O:33])[CH3:31])=[O:23])([CH3:20])([CH3:19])[CH3:18]. Product: [C:17]([O:21][C:22]([N:24]1[CH2:28][CH2:27][CH2:26][C@H:25]1[C@H:29]([S:4][CH3:1])[C@H:30]([C:32]([O:34][CH2:35][C:36]1[CH:37]=[CH:38][CH:39]=[CH:40][CH:41]=1)=[O:33])[CH3:31])=[O:23])([CH3:18])([CH3:19])[CH3:20]. The catalyst class is: 1. (6) Reactant: [C@@H:1]1([NH:10][C:11]2[C:12]3[CH:19]=[CH:18][N:17]([C@H:20]4[C@H:36]([OH:37])[C@@H:23]5[O:24][CH:25]([C:28]6[CH:33]=[CH:32][C:31]([O:34][CH3:35])=[CH:30][CH:29]=6)[O:26][CH2:27][C@@H:22]5[CH2:21]4)[C:13]=3[N:14]=[CH:15][N:16]=2)[C:9]2[C:4](=[CH:5][CH:6]=[CH:7][CH:8]=2)[CH2:3][CH2:2]1.[CH:38]1[CH:43]=[CH:42][C:41]([O:44][C:45](Cl)=[S:46])=[CH:40][CH:39]=1. Product: [C:45](=[S:46])([O:44][C:41]1[CH:42]=[CH:43][CH:38]=[CH:39][CH:40]=1)[O:37][C@@H:36]1[C@@H:23]2[O:24][CH:25]([C:28]3[CH:29]=[CH:30][C:31]([O:34][CH3:35])=[CH:32][CH:33]=3)[O:26][CH2:27][C@@H:22]2[CH2:21][C@H:20]1[N:17]1[C:13]2[N:14]=[CH:15][N:16]=[C:11]([NH:10][C@@H:1]3[C:9]4[C:4](=[CH:5][CH:6]=[CH:7][CH:8]=4)[CH2:3][CH2:2]3)[C:12]=2[CH:19]=[CH:18]1. The catalyst class is: 172. (7) Reactant: [CH2:1]([O:3][C:4]1[CH:5]=[C:6]([C:12](OC)=[C:13]([C:16]#[N:17])[C:14]#[N:15])[CH:7]=[CH:8][C:9]=1OC)[CH3:2].Cl.[CH:21]([NH:24][NH2:25])([CH3:23])[CH3:22].[CH2:26](N(CC)CC)C.[OH2:33]. Product: [NH2:15][C:14]1[N:24]([CH:21]([CH3:23])[CH3:22])[N:25]=[C:12]([C:6]2[CH:7]=[CH:8][C:9]([O:33][CH3:26])=[C:4]([O:3][CH2:1][CH3:2])[CH:5]=2)[C:13]=1[C:16]#[N:17]. The catalyst class is: 8.